Task: Predict which catalyst facilitates the given reaction.. Dataset: Catalyst prediction with 721,799 reactions and 888 catalyst types from USPTO (1) Reactant: Br[CH2:2][C:3]1[C:8]([CH3:9])=[N:7][C:6]([CH3:10])=[C:5]([CH3:11])[N:4]=1.[OH:12][C:13]1[CH:23]=[CH:22][C:16]([C:17]([O:19][CH2:20][CH3:21])=[O:18])=[CH:15][CH:14]=1.C(=O)([O-])[O-].[K+].[K+].CN(C=O)C. Product: [CH2:20]([O:19][C:17](=[O:18])[C:16]1[CH:22]=[CH:23][C:13]([O:12][CH2:2][C:3]2[C:8]([CH3:9])=[N:7][C:6]([CH3:10])=[C:5]([CH3:11])[N:4]=2)=[CH:14][CH:15]=1)[CH3:21]. The catalyst class is: 6. (2) Reactant: [CH2:1]([N:8]1[C:16]([C:17]2[CH:22]=[CH:21][CH:20]=[CH:19][CH:18]=2)=[C:15]2[C:10]([C:11]([C:23]([CH3:25])=[CH2:24])=[CH:12][CH:13]=[CH:14]2)=[N:9]1)[C:2]1[CH:7]=[CH:6][CH:5]=[CH:4][CH:3]=1. Product: [CH2:1]([N:8]1[C:16]([C:17]2[CH:22]=[CH:21][CH:20]=[CH:19][CH:18]=2)=[C:15]2[C:10]([C:11]([CH:23]([CH3:25])[CH3:24])=[CH:12][CH:13]=[CH:14]2)=[N:9]1)[C:2]1[CH:3]=[CH:4][CH:5]=[CH:6][CH:7]=1. The catalyst class is: 856. (3) Reactant: [Br:1][C:2]1[CH:3]=[C:4]([CH:13](O)[C:14]([CH3:17])([CH3:16])[CH3:15])[C:5]2[O:9][CH2:8][C:7]([CH3:11])([CH3:10])[C:6]=2[CH:12]=1.ClCCl.C([SiH](CC)CC)C.FC(F)(F)C(O)=O. Product: [Br:1][C:2]1[CH:3]=[C:4]([CH2:13][C:14]([CH3:17])([CH3:16])[CH3:15])[C:5]2[O:9][CH2:8][C:7]([CH3:10])([CH3:11])[C:6]=2[CH:12]=1. The catalyst class is: 195. (4) Reactant: [N:1]1([C:7]2[CH:12]=[CH:11][N:10]=[C:9]3[NH:13][CH:14]=[C:15]([NH:16][C:17](=[O:24])[C:18]4[CH:23]=[CH:22][CH:21]=[N:20][CH:19]=4)[C:8]=23)[CH2:6][CH2:5][NH:4][CH2:3][CH2:2]1.[C:25]([O:29][C:30]([N:32]([CH:45]([CH3:47])[CH3:46])[CH2:33][C@H:34]([C:38]1[CH:43]=[CH:42][C:41]([Cl:44])=[CH:40][CH:39]=1)[C:35](O)=[O:36])=[O:31])([CH3:28])([CH3:27])[CH3:26].C1C=CC2N(O)N=NC=2C=1.O.CCN=C=NCCCN(C)C.CCN(C(C)C)C(C)C.C([O-])([O-])=O.[Na+].[Na+]. Product: [Cl:44][C:41]1[CH:42]=[CH:43][C:38]([C@H:34]([C:35]([N:4]2[CH2:3][CH2:2][N:1]([C:7]3[CH:12]=[CH:11][N:10]=[C:9]4[NH:13][CH:14]=[C:15]([NH:16][C:17](=[O:24])[C:18]5[CH:23]=[CH:22][CH:21]=[N:20][CH:19]=5)[C:8]=34)[CH2:6][CH2:5]2)=[O:36])[CH2:33][N:32]([CH:45]([CH3:46])[CH3:47])[C:30](=[O:31])[O:29][C:25]([CH3:27])([CH3:26])[CH3:28])=[CH:39][CH:40]=1. The catalyst class is: 2. (5) Reactant: [C:1]([C:3]1[CH:4]=[C:5]([C:20]2[CH:21]=[C:22]([CH:27]=[CH:28][N:29]=2)[C:23]([O:25]C)=[O:24])[CH:6]=[CH:7][C:8]=1[N:9]1[CH:13]=[C:12]([C:14]2[CH:19]=[CH:18][CH:17]=[CH:16][CH:15]=2)[N:11]=[N:10]1)#[N:2].[OH-].[Na+].Cl. Product: [C:1]([C:3]1[CH:4]=[C:5]([C:20]2[CH:21]=[C:22]([CH:27]=[CH:28][N:29]=2)[C:23]([OH:25])=[O:24])[CH:6]=[CH:7][C:8]=1[N:9]1[CH:13]=[C:12]([C:14]2[CH:15]=[CH:16][CH:17]=[CH:18][CH:19]=2)[N:11]=[N:10]1)#[N:2]. The catalyst class is: 92.